Dataset: Forward reaction prediction with 1.9M reactions from USPTO patents (1976-2016). Task: Predict the product of the given reaction. (1) Given the reactants [C:1](Cl)(=O)[CH2:2][CH2:3][CH2:4][CH2:5][CH2:6][CH2:7][CH2:8][CH2:9][CH2:10][CH2:11][CH2:12]CCCC.[Cl-].[CH2:20]([C:23]1[C:32]2[C:27](=[CH:28][C:29]([O:35][CH3:36])=[C:30]([O:33][CH3:34])[CH:31]=2)[CH:26]=[CH:25][N+:24]=1CC1C(F)=CC=CC=1Cl)[CH2:21][CH3:22], predict the reaction product. The product is: [CH2:20]([C:23]1[C:32]2[C:27](=[CH:28][C:29]([O:35][CH3:36])=[C:30]([O:33][CH3:34])[CH:31]=2)[CH:26]=[CH:25][N:24]=1)[CH2:21][CH2:22][CH2:12][CH2:11][CH2:10][CH2:9][CH2:8][CH2:7][CH2:6][CH2:5][CH2:4][CH2:3][CH2:2][CH3:1]. (2) The product is: [C:1]1([CH2:7][CH2:8][C:9]2[N:13]([CH2:25][C:26]3[CH:31]=[CH:30][C:29]([CH2:32][OH:33])=[CH:28][CH:27]=3)[N:12]=[C:11]([C:14]3[CH:15]=[CH:16][C:17]([C:20]([F:23])([F:22])[F:21])=[CH:18][CH:19]=3)[CH:10]=2)[CH:6]=[CH:5][CH:4]=[CH:3][CH:2]=1. Given the reactants [C:1]1([CH2:7][CH2:8][C:9]2[NH:13][N:12]=[C:11]([C:14]3[CH:19]=[CH:18][C:17]([C:20]([F:23])([F:22])[F:21])=[CH:16][CH:15]=3)[CH:10]=2)[CH:6]=[CH:5][CH:4]=[CH:3][CH:2]=1.Cl[CH2:25][C:26]1[CH:31]=[CH:30][C:29]([CH2:32][OH:33])=[CH:28][CH:27]=1.C(=O)([O-])[O-].[K+].[K+].Cl, predict the reaction product. (3) The product is: [CH2:1]([O:3][C:4](=[O:43])[CH2:5][CH2:6][CH2:7][O:8][C:9]1[CH:10]=[CH:11][C:12]([NH:15][C:16]2[C:21]([NH2:22])=[CH:20][N:19]=[C:18]([NH:25][C:26]3[CH:27]=[CH:28][C:29]([CH2:32][CH2:33][CH2:34][NH:35][C:36]([O:38][C:39]([CH3:42])([CH3:41])[CH3:40])=[O:37])=[CH:30][CH:31]=3)[N:17]=2)=[CH:13][CH:14]=1)[CH3:2]. Given the reactants [CH2:1]([O:3][C:4](=[O:43])[CH2:5][CH2:6][CH2:7][O:8][C:9]1[CH:14]=[CH:13][C:12]([NH:15][C:16]2[C:21]([N+:22]([O-])=O)=[CH:20][N:19]=[C:18]([NH:25][C:26]3[CH:31]=[CH:30][C:29]([CH2:32][CH2:33][CH2:34][NH:35][C:36]([O:38][C:39]([CH3:42])([CH3:41])[CH3:40])=[O:37])=[CH:28][CH:27]=3)[N:17]=2)=[CH:11][CH:10]=1)[CH3:2], predict the reaction product. (4) Given the reactants C(O)(C(F)(F)F)=O.[NH2:8][CH:9]([CH3:19])[C:10]([NH:12][CH:13]1[CH2:18][CH2:17][CH2:16][CH2:15][CH2:14]1)=O.B.C1COCC1.CO, predict the reaction product. The product is: [CH:13]1([NH:12][CH2:10][CH:9]([NH2:8])[CH3:19])[CH2:18][CH2:17][CH2:16][CH2:15][CH2:14]1. (5) Given the reactants C(OC([N:6]1[CH2:11][CH2:10][CH:9]([NH:12][C:13]2[CH:18]=[CH:17][CH:16]=[CH:15][C:14]=2[NH2:19])[CH2:8][CH2:7]1)=O)C.C(N(CC)CC)C.[C:27](Cl)(Cl)=[S:28], predict the reaction product. The product is: [NH:6]1[CH2:7][CH2:8][CH:9]([N:12]2[C:13]3[CH:18]=[CH:17][CH:16]=[CH:15][C:14]=3[NH:19][C:27]2=[S:28])[CH2:10][CH2:11]1. (6) Given the reactants [CH:1]1[CH:2]=[CH:3][N:4]2[C:10]=1[CH:9]([C:11](OCC)=[O:12])[NH:8][C:7]1[CH:16]=[CH:17][CH:18]=[CH:19][C:6]=1[S:5]2(=[O:21])=[O:20].[H-].[Al+3].[Li+].[H-].[H-].[H-], predict the reaction product. The product is: [OH:12][CH2:11][CH:9]1[NH:8][C:7]2[CH:16]=[CH:17][CH:18]=[CH:19][C:6]=2[S:5](=[O:21])(=[O:20])[N:4]2[CH:3]=[CH:2][CH:1]=[C:10]12. (7) Given the reactants [Cl:1][C:2]1[C:3]([C:19]2[CH:24]=[C:23]([Cl:25])[CH:22]=[CH:21][C:20]=2[C:26]#[N:27])=[CH:4][C:5](=[O:18])[N:6]([CH:8]([CH2:12][C:13]2[O:17][CH:16]=[N:15][CH:14]=2)[C:9](O)=[O:10])[CH:7]=1.[N:28]1[CH:29]=[CH:30][N:31]2[CH:36]=[C:35]([NH2:37])[CH:34]=[CH:33][C:32]=12, predict the reaction product. The product is: [Cl:1][C:2]1[C:3]([C:19]2[CH:24]=[C:23]([Cl:25])[CH:22]=[CH:21][C:20]=2[C:26]#[N:27])=[CH:4][C:5](=[O:18])[N:6]([CH:8]([CH2:12][C:13]2[O:17][CH:16]=[N:15][CH:14]=2)[C:9]([NH:37][C:35]2[CH:34]=[CH:33][C:32]3[N:31]([CH:30]=[CH:29][N:28]=3)[CH:36]=2)=[O:10])[CH:7]=1.